Dataset: Reaction yield outcomes from USPTO patents with 853,638 reactions. Task: Predict the reaction yield, written as a fraction of the theoretical maximum amount of product (1.0 means a 100% yield; for example, 0.34 means a 34% yield). The reactants are [CH2:1]([O:3][C:4](=[O:35])[CH2:5][CH:6]([C:29]1[CH:30]=[N:31][CH:32]=[N:33][CH:34]=1)[CH:7]=[CH:8][CH2:9][CH2:10][CH2:11][CH2:12][C:13]1[CH:18]=[CH:17][CH:16]=[C:15]([NH:19][CH2:20][C:21]2[CH:26]=[CH:25][C:24]([O:27][CH3:28])=[CH:23][CH:22]=2)[N:14]=1)[CH3:2].C=O.[C:38](O)(=O)C.[BH3-]C#N.[Na+]. The catalyst is CO. The product is [CH2:1]([O:3][C:4](=[O:35])[CH2:5][CH:6]([C:29]1[CH:30]=[N:31][CH:32]=[N:33][CH:34]=1)[CH:7]=[CH:8][CH2:9][CH2:10][CH2:11][CH2:12][C:13]1[CH:18]=[CH:17][CH:16]=[C:15]([N:19]([CH2:20][C:21]2[CH:26]=[CH:25][C:24]([O:27][CH3:28])=[CH:23][CH:22]=2)[CH3:38])[N:14]=1)[CH3:2]. The yield is 0.750.